Dataset: Forward reaction prediction with 1.9M reactions from USPTO patents (1976-2016). Task: Predict the product of the given reaction. (1) Given the reactants [CH2:1]([C:8]1[CH:13]=[C:12]([N:14]2[CH2:18][CH2:17][CH2:16][C:15]2=[O:19])[CH:11]=[CH:10][C:9]=1[OH:20])[C:2]1[CH:7]=[CH:6][CH:5]=[CH:4][CH:3]=1.C1C=CC(N([S:28]([C:31]([F:34])([F:33])[F:32])(=[O:30])=[O:29])[S:28]([C:31]([F:34])([F:33])[F:32])(=[O:30])=[O:29])=CC=1.C(N(CC)CC)C, predict the reaction product. The product is: [F:32][C:31]([F:34])([F:33])[S:28]([O:20][C:9]1[CH:10]=[CH:11][C:12]([N:14]2[CH2:18][CH2:17][CH2:16][C:15]2=[O:19])=[CH:13][C:8]=1[CH2:1][C:2]1[CH:3]=[CH:4][CH:5]=[CH:6][CH:7]=1)(=[O:30])=[O:29]. (2) Given the reactants Cl[C:2]1[C:7]([C:8]([NH:10][C:11]2[C:12]([Cl:18])=[N:13][CH:14]=[CH:15][C:16]=2[CH3:17])=[O:9])=[CH:6][CH:5]=[CH:4][N:3]=1.O.O.O.O.O.O.O.O.O.O.O.O.P([O-])([O-])([O-])=O.[Na+].[Na+].[Na+].[Na+].[CH:40]1([NH2:43])[CH2:42][CH2:41]1, predict the reaction product. The product is: [Cl:18][C:12]1[C:11]([NH:10][C:8]([C:7]2[C:2]([NH:43][CH:40]3[CH2:42][CH2:41]3)=[N:3][CH:4]=[CH:5][CH:6]=2)=[O:9])=[C:16]([CH3:17])[CH:15]=[CH:14][N:13]=1. (3) Given the reactants [CH3:1][C:2]([CH3:7])([CH3:6])[C:3](Cl)=[O:4].[NH2:8][C:9]1[CH:18]=[CH:17][CH:16]=[C:15]([OH:19])[C:10]=1[C:11]([O:13][CH3:14])=[O:12].C(=O)(O)[O-].[Na+], predict the reaction product. The product is: [CH3:1][C:2]([CH3:7])([CH3:6])[C:3]([NH:8][C:9]1[CH:18]=[CH:17][CH:16]=[C:15]([OH:19])[C:10]=1[C:11]([O:13][CH3:14])=[O:12])=[O:4]. (4) Given the reactants Cl[C:2]1[N:7]=[C:6]([C:8]([OH:10])=[O:9])[CH:5]=[CH:4][CH:3]=1.[F:11][C:12]([F:16])([F:15])[CH2:13][OH:14].[OH-].[K+].Cl, predict the reaction product. The product is: [F:11][C:12]([F:16])([F:15])[CH2:13][O:14][C:2]1[N:7]=[C:6]([C:8]([OH:10])=[O:9])[CH:5]=[CH:4][CH:3]=1.